From a dataset of Forward reaction prediction with 1.9M reactions from USPTO patents (1976-2016). Predict the product of the given reaction. The product is: [O:10]=[C:9]1[N:8]2[CH2:7][C@@H:6]([C:19]([OH:21])=[O:20])[CH2:5][CH2:4][C@@H:3]2[CH2:12][O:11]1. Given the reactants OC[C@@H:3]1[N:8]([C:9]([O:11][CH2:12]C2C=CC=CC=2)=[O:10])[CH2:7][C@@H:6]([C:19]([O:21]C)=[O:20])[CH2:5][CH2:4]1.[Li+].[OH-], predict the reaction product.